Dataset: Full USPTO retrosynthesis dataset with 1.9M reactions from patents (1976-2016). Task: Predict the reactants needed to synthesize the given product. (1) Given the product [CH:34]([N:2]1[CH2:3][CH2:4][C:5]2[C:10](=[CH:9][CH:8]=[C:7]([N:11]3[CH2:15][C@H:14]([CH2:16][NH:17][C:18](=[O:20])[CH3:19])[O:13][C:12]3=[O:21])[CH:6]=2)[CH2:1]1)=[O:35], predict the reactants needed to synthesize it. The reactants are: [CH2:1]1[C:10]2[C:5](=[CH:6][C:7]([N:11]3[CH2:15][C@H:14]([CH2:16][NH:17][C:18](=[O:20])[CH3:19])[O:13][C:12]3=[O:21])=[CH:8][CH:9]=2)[CH2:4][CH2:3][NH:2]1.CCN=C=NCCCN(C)C.Cl.[CH:34](O)=[O:35]. (2) Given the product [CH3:30][C:28]([C:27]([N:24]1[CH2:23][CH2:22][C:21]2[CH:40]=[CH:41][C:18]([C:15]3[N:14]=[C:13]([C:5]4[CH:6]=[CH:7][C:8]([O:9][CH:10]([CH3:12])[CH3:11])=[C:3]([CH:4]=4)[C:1]#[N:2])[O:17][N:16]=3)=[CH:19][C:20]=2[CH2:26][CH2:25]1)=[O:39])([CH3:29])[NH2:31], predict the reactants needed to synthesize it. The reactants are: [C:1]([C:3]1[CH:4]=[C:5]([C:13]2[O:17][N:16]=[C:15]([C:18]3[CH:41]=[CH:40][C:21]4[CH2:22][CH2:23][N:24]([C:27](=[O:39])[C:28]([NH:31]C(=O)OC(C)(C)C)([CH3:30])[CH3:29])[CH2:25][CH2:26][C:20]=4[CH:19]=3)[N:14]=2)[CH:6]=[CH:7][C:8]=1[O:9][CH:10]([CH3:12])[CH3:11])#[N:2].FC(F)(F)C(O)=O. (3) Given the product [OH:20][C:17]1([C:21]#[N:22])[CH2:18][CH2:19][N:14]([CH2:13][C:10]2[CH:9]=[CH:8][C:7]([C:4]3[N:5]=[N:6][N:2]([CH3:1])[N:3]=3)=[CH:12][CH:11]=2)[CH2:15][CH2:16]1, predict the reactants needed to synthesize it. The reactants are: [CH3:1][N:2]1[N:6]=[N:5][C:4]([C:7]2[CH:12]=[CH:11][C:10]([CH2:13][N:14]3[CH2:19][CH2:18][C:17](=[O:20])[CH2:16][CH2:15]3)=[CH:9][CH:8]=2)=[N:3]1.[C-:21]#[N:22].[Na+]. (4) Given the product [C:27]([O:26][C:24]([N:13]1[C:14]2[C:19](=[CH:18][C:17]([F:22])=[CH:16][CH:15]=2)[C:20]([I:21])=[C:12]1[C:10]([N:9]([C:24]([O:26][C:27]([CH3:30])([CH3:29])[CH3:28])=[O:25])[CH2:8][CH2:7][CH:6]=[CH:5][C:4]([O:3][CH2:1][CH3:2])=[O:23])=[O:11])=[O:25])([CH3:30])([CH3:29])[CH3:28], predict the reactants needed to synthesize it. The reactants are: [CH2:1]([O:3][C:4](=[O:23])[CH:5]=[CH:6][CH2:7][CH2:8][NH:9][C:10]([C:12]1[NH:13][C:14]2[C:19]([C:20]=1[I:21])=[CH:18][C:17]([F:22])=[CH:16][CH:15]=2)=[O:11])[CH3:2].[C:24](O[C:24]([O:26][C:27]([CH3:30])([CH3:29])[CH3:28])=[O:25])([O:26][C:27]([CH3:30])([CH3:29])[CH3:28])=[O:25]. (5) Given the product [NH2:10][C@H:7]1[CH2:6][CH2:5][C@@H:4]2[CH2:9][C@H:8]1[C:2](=[O:1])[O:3]2, predict the reactants needed to synthesize it. The reactants are: [O:1]=[C:2]1[C@@H:8]2[CH2:9][C@@H:4]([CH2:5][CH2:6][C@@H:7]2[NH:10]C(=O)OCC2C=CC=CC=2)[O:3]1. (6) The reactants are: [CH:1]1([NH:4][CH:5]2[CH2:10][CH2:9][N:8]([C:11]3[C:16]([F:17])=[CH:15][C:14]([C:18]([F:21])([F:20])[F:19])=[CH:13][N:12]=3)[CH2:7][CH2:6]2)[CH2:3][CH2:2]1.[F:22][C:23]1[CH:24]=[C:25]([CH:29]=[CH:30][C:31]=1[N:32]1[C:36]([CH3:37])=[N:35][CH:34]=[N:33]1)[C:26](O)=[O:27]. Given the product [CH:1]1([N:4]([CH:5]2[CH2:10][CH2:9][N:8]([C:11]3[C:16]([F:17])=[CH:15][C:14]([C:18]([F:20])([F:19])[F:21])=[CH:13][N:12]=3)[CH2:7][CH2:6]2)[C:26](=[O:27])[C:25]2[CH:29]=[CH:30][C:31]([N:32]3[C:36]([CH3:37])=[N:35][CH:34]=[N:33]3)=[C:23]([F:22])[CH:24]=2)[CH2:2][CH2:3]1, predict the reactants needed to synthesize it. (7) Given the product [CH3:15][O:16][C:17]([C:19]1[C:23]([NH:24][C:34](=[O:35])[C:33]2[CH:37]=[C:29]([C:25]([CH3:26])([CH3:27])[CH3:28])[CH:30]=[CH:31][C:32]=2[O:38][CH3:39])=[CH:22][NH:21][N:20]=1)=[O:18], predict the reactants needed to synthesize it. The reactants are: C(Cl)CCl.C1C=CC2N(O)N=NC=2C=1.[CH3:15][O:16][C:17]([C:19]1[C:23]([NH2:24])=[CH:22][NH:21][N:20]=1)=[O:18].[C:25]([C:29]1[CH:30]=[CH:31][C:32]([O:38][CH3:39])=[C:33]([CH:37]=1)[C:34](O)=[O:35])([CH3:28])([CH3:27])[CH3:26]. (8) Given the product [CH2:12]([O:11][C:9]([C:3]1([F:2])[CH2:4][CH2:5][N:6]([CH:15]2[CH2:20][CH2:19][O:18][CH2:17][CH2:16]2)[CH2:7][CH2:8]1)=[O:10])[CH3:13], predict the reactants needed to synthesize it. The reactants are: Cl.[F:2][C:3]1([C:9]([O:11][CH2:12][CH3:13])=[O:10])[CH2:8][CH2:7][NH:6][CH2:5][CH2:4]1.O=[C:15]1[CH2:20][CH2:19][O:18][C:17](=O)[CH2:16]1.CC(O)=O.C(O[BH-](OC(=O)C)OC(=O)C)(=O)C.[Na+].